From a dataset of Full USPTO retrosynthesis dataset with 1.9M reactions from patents (1976-2016). Predict the reactants needed to synthesize the given product. (1) Given the product [OH:9][C:5]1[CH:6]=[CH:7][CH:8]=[C:3]([O:2][CH3:1])[C:4]=1[C:19]1[NH:23][N:22]=[C:21]([NH:24][C:25]2[N:26]=[CH:27][C:28]([C:31]#[N:32])=[N:29][CH:30]=2)[CH:20]=1, predict the reactants needed to synthesize it. The reactants are: [CH3:1][O:2][C:3]1[CH:8]=[CH:7][CH:6]=[C:5]([O:9]CC2C=CC(OC)=CC=2)[C:4]=1[C:19]1[NH:23][N:22]=[C:21]([NH:24][C:25]2[N:26]=[CH:27][C:28]([C:31]#[N:32])=[N:29][CH:30]=2)[CH:20]=1.Cl.CCCC(C)C. (2) Given the product [Si:13]([O:20][C@H:21]1[CH2:26][CH2:25][C@H:12]([N:2]2[CH:3]=[C:4]([CH2:5][OH:7])[N:10]=[CH:11]2)[CH2:23][CH2:22]1)([C:16]([CH3:17])([CH3:18])[CH3:19])([CH3:14])[CH3:15], predict the reactants needed to synthesize it. The reactants are: C[N:2]([CH3:12])[CH:3]=[C:4]([N+:10]#[C-:11])[C:5]([O:7]CC)=O.[Si:13]([O:20][C@H:21]1[CH2:26][CH2:25][C@H](N)[CH2:23][CH2:22]1)([C:16]([CH3:19])([CH3:18])[CH3:17])([CH3:15])[CH3:14].[Cl-].[NH4+]. (3) Given the product [CH2:1]([O:8][C:9](=[O:41])[NH:10][C:11]1[CH:16]=[CH:15][C:14]([F:17])=[C:13]([C:18]([C:20]2[C:28]3[C:27]([Cl:29])=[N:26][CH:25]=[N:24][C:23]=3[N:22]([S:30]([C:33]3[CH:34]=[CH:35][C:36]([CH3:39])=[CH:37][CH:38]=3)(=[O:32])=[O:31])[CH:21]=2)=[O:19])[C:12]=1[F:40])[C:2]1[CH:7]=[CH:6][CH:5]=[CH:4][CH:3]=1, predict the reactants needed to synthesize it. The reactants are: [CH2:1]([O:8][C:9](=[O:41])[NH:10][C:11]1[CH:16]=[CH:15][C:14]([F:17])=[C:13]([CH:18]([C:20]2[C:28]3[C:27]([Cl:29])=[N:26][CH:25]=[N:24][C:23]=3[N:22]([S:30]([C:33]3[CH:38]=[CH:37][C:36]([CH3:39])=[CH:35][CH:34]=3)(=[O:32])=[O:31])[CH:21]=2)[OH:19])[C:12]=1[F:40])[C:2]1[CH:7]=[CH:6][CH:5]=[CH:4][CH:3]=1.CC(OI1(OC(C)=O)(OC(C)=O)OC(=O)C2C=CC=CC1=2)=O. (4) Given the product [CH2:1]([O:3][C:4]([C:6]1[S:10][C:9]([NH:11][C:12](=[O:17])[C:13]([NH:16][C:36](=[O:37])[C:35]2[CH:39]=[CH:40][C:32]([F:31])=[CH:33][CH:34]=2)([CH3:15])[CH3:14])=[N:8][C:7]=1[C:18]1[CH:23]=[CH:22][CH:21]=[CH:20][CH:19]=1)=[O:5])[CH3:2], predict the reactants needed to synthesize it. The reactants are: [CH2:1]([O:3][C:4]([C:6]1[S:10][C:9]([NH:11][C:12](=[O:17])[C:13]([NH2:16])([CH3:15])[CH3:14])=[N:8][C:7]=1[C:18]1[CH:23]=[CH:22][CH:21]=[CH:20][CH:19]=1)=[O:5])[CH3:2].C(N(CC)CC)C.[F:31][C:32]1[CH:40]=[CH:39][C:35]([C:36](Cl)=[O:37])=[CH:34][CH:33]=1. (5) Given the product [Br:37][C:26]1[CH:25]=[CH:24][C:23]([O:22][CH2:21][C@@H:20]([OH:29])[CH2:19][NH:18][CH:15]2[CH2:14][CH2:13][N:12]([C:10](=[O:11])[CH2:9][O:8][C:7]3[CH:6]=[CH:5][C:4]([C:30]4[CH2:31][CH2:32][C:33](=[O:36])[NH:34][N:35]=4)=[CH:3][C:2]=3[Cl:1])[CH2:17][CH2:16]2)=[CH:28][CH:27]=1, predict the reactants needed to synthesize it. The reactants are: [Cl:1][C:2]1[CH:3]=[C:4]([C:30]2[CH2:31][CH2:32][C:33](=[O:36])[NH:34][N:35]=2)[CH:5]=[CH:6][C:7]=1[O:8][CH2:9][C:10]([N:12]1[CH2:17][CH2:16][CH:15]([NH:18][CH2:19][C@H:20]([OH:29])[CH2:21][O:22][C:23]2[CH:28]=[CH:27][CH:26]=[CH:25][CH:24]=2)[CH2:14][CH2:13]1)=[O:11].[Br:37]C1C=CC(O)=CC=1. (6) Given the product [C:24]([NH:5][CH2:4][C:3]#[N:2])([O:26][CH2:27][CH:28]1[C:29]2[C:34](=[CH:33][CH:32]=[CH:31][CH:30]=2)[C:35]2[C:40]1=[CH:39][CH:38]=[CH:37][CH:36]=2)=[O:25], predict the reactants needed to synthesize it. The reactants are: Cl.[NH2:2][CH2:3][C:4]#[N:5].CCN(C(C)C)C(C)C.C(OC([O-])=O)(ON1C(=O)CC([C:24]([O:26][CH2:27][CH:28]2[C:40]3[C:35](=[CH:36][CH:37]=[CH:38][CH:39]=3)[C:34]3[C:29]2=[CH:30][CH:31]=[CH:32][CH:33]=3)=[O:25])C1=O)=O.O.